This data is from NCI-60 drug combinations with 297,098 pairs across 59 cell lines. The task is: Regression. Given two drug SMILES strings and cell line genomic features, predict the synergy score measuring deviation from expected non-interaction effect. (1) Drug 1: CC1=C(N=C(N=C1N)C(CC(=O)N)NCC(C(=O)N)N)C(=O)NC(C(C2=CN=CN2)OC3C(C(C(C(O3)CO)O)O)OC4C(C(C(C(O4)CO)O)OC(=O)N)O)C(=O)NC(C)C(C(C)C(=O)NC(C(C)O)C(=O)NCCC5=NC(=CS5)C6=NC(=CS6)C(=O)NCCC[S+](C)C)O. Drug 2: CCC1(CC2CC(C3=C(CCN(C2)C1)C4=CC=CC=C4N3)(C5=C(C=C6C(=C5)C78CCN9C7C(C=CC9)(C(C(C8N6C)(C(=O)OC)O)OC(=O)C)CC)OC)C(=O)OC)O.OS(=O)(=O)O. Cell line: IGROV1. Synergy scores: CSS=22.5, Synergy_ZIP=-9.19, Synergy_Bliss=-1.21, Synergy_Loewe=-1.81, Synergy_HSA=-0.737. (2) Cell line: BT-549. Drug 1: C1C(C(OC1N2C=NC(=NC2=O)N)CO)O. Drug 2: C(CN)CNCCSP(=O)(O)O. Synergy scores: CSS=15.1, Synergy_ZIP=-6.10, Synergy_Bliss=-4.83, Synergy_Loewe=4.84, Synergy_HSA=-1.83. (3) Drug 1: C(=O)(N)NO. Drug 2: C1CN(CCN1C(=O)CCBr)C(=O)CCBr. Cell line: DU-145. Synergy scores: CSS=26.2, Synergy_ZIP=-3.66, Synergy_Bliss=-4.49, Synergy_Loewe=-2.57, Synergy_HSA=-2.12. (4) Drug 1: CCCCCOC(=O)NC1=NC(=O)N(C=C1F)C2C(C(C(O2)C)O)O. Drug 2: CC1=C2C(C(=O)C3(C(CC4C(C3C(C(C2(C)C)(CC1OC(=O)C(C(C5=CC=CC=C5)NC(=O)C6=CC=CC=C6)O)O)OC(=O)C7=CC=CC=C7)(CO4)OC(=O)C)O)C)OC(=O)C. Cell line: OVCAR-5. Synergy scores: CSS=42.6, Synergy_ZIP=5.62, Synergy_Bliss=6.38, Synergy_Loewe=-40.9, Synergy_HSA=-1.34. (5) Drug 2: CC1=C2C(C(=O)C3(C(CC4C(C3C(C(C2(C)C)(CC1OC(=O)C(C(C5=CC=CC=C5)NC(=O)C6=CC=CC=C6)O)O)OC(=O)C7=CC=CC=C7)(CO4)OC(=O)C)O)C)OC(=O)C. Cell line: SF-295. Drug 1: CS(=O)(=O)C1=CC(=C(C=C1)C(=O)NC2=CC(=C(C=C2)Cl)C3=CC=CC=N3)Cl. Synergy scores: CSS=29.7, Synergy_ZIP=5.04, Synergy_Bliss=10.5, Synergy_Loewe=7.50, Synergy_HSA=11.7. (6) Drug 1: CS(=O)(=O)C1=CC(=C(C=C1)C(=O)NC2=CC(=C(C=C2)Cl)C3=CC=CC=N3)Cl. Drug 2: C(CCl)NC(=O)N(CCCl)N=O. Cell line: HCT-15. Synergy scores: CSS=7.21, Synergy_ZIP=-1.79, Synergy_Bliss=1.87, Synergy_Loewe=0.421, Synergy_HSA=1.30.